This data is from Forward reaction prediction with 1.9M reactions from USPTO patents (1976-2016). The task is: Predict the product of the given reaction. (1) Given the reactants [CH2:1]=[C:2]1[C:6](=[CH2:7])[S:5][C:4]([NH2:8])=[N:3]1.[Br:9][CH2:10][CH2:11][OH:12], predict the reaction product. The product is: [BrH:9].[NH:8]=[C:4]1[N:3]([CH2:10][CH2:11][OH:12])[C:2]([CH3:1])=[C:6]([CH3:7])[S:5]1. (2) The product is: [CH3:32][O:31][C:27]1[CH:26]=[C:25]([CH:10]2[N:11]([CH2:21][C:22](=[O:23])[NH:57][C:58]3[CH:59]=[C:60]4[C:73](=[CH:74][CH:75]=3)[CH2:72][C@:62]3([C:70]5[C:65](=[N:66][CH:67]=[CH:68][CH:69]=5)[NH:64][C:63]3=[O:71])[CH2:61]4)[C:12](=[O:20])[C:13]3([CH2:19][O:18][CH2:17][CH2:16][O:15][CH2:14]3)[N:8]([C:6]([O:5][C:1]([CH3:4])([CH3:3])[CH3:2])=[O:7])[CH2:9]2)[CH:30]=[CH:29][CH:28]=1. Given the reactants [C:1]([O:5][C:6]([N:8]1[C:13]2([CH2:19][O:18][CH2:17][CH2:16][O:15][CH2:14]2)[C:12](=[O:20])[N:11]([CH2:21][C:22](O)=[O:23])[CH:10]([C:25]2[CH:30]=[CH:29][CH:28]=[C:27]([O:31][CH3:32])[CH:26]=2)[CH2:9]1)=[O:7])([CH3:4])([CH3:3])[CH3:2].CN(C(ON1N=NC2C=CC=NC1=2)=[N+](C)C)C.F[P-](F)(F)(F)(F)F.[NH2:57][C:58]1[CH:59]=[C:60]2[C:73](=[CH:74][CH:75]=1)[CH2:72][C@@:62]1([C:70]3[C:65](=[N:66][CH:67]=[CH:68][CH:69]=3)[NH:64][C:63]1=[O:71])[CH2:61]2, predict the reaction product. (3) Given the reactants [F:1][C:2]1[CH:10]=[C:9]2[C:5]([C:6]([C:11]3[CH:12]=[N:13][N:14]([CH:16]4[CH2:21][CH2:20][CH:19]([C:22]([OH:24])=O)[CH2:18][CH2:17]4)[CH:15]=3)=[CH:7][NH:8]2)=[CH:4][CH:3]=1.CC[N:27](CC)CC.CN(C(ON1N=NC2C=CC=NC1=2)=[N+](C)C)C.F[P-](F)(F)(F)(F)F.[NH4+].[Cl-], predict the reaction product. The product is: [F:1][C:2]1[CH:10]=[C:9]2[C:5]([C:6]([C:11]3[CH:12]=[N:13][N:14]([C@H:16]4[CH2:21][CH2:20][C@H:19]([C:22]([NH2:27])=[O:24])[CH2:18][CH2:17]4)[CH:15]=3)=[CH:7][NH:8]2)=[CH:4][CH:3]=1. (4) Given the reactants [O-]S([O-])(=O)=O.[Mg+2].Cl[C:8]1[CH:13]=[CH:12][N:11]=[C:10]2[CH:14]=[C:15]([C:17]([N:19]3[CH2:24][CH2:23][N:22]([CH3:25])[CH2:21][CH2:20]3)=[O:18])[S:16][C:9]=12.[F:26][C:27]1[CH:32]=[C:31]([N+:33]([O-:35])=[O:34])[CH:30]=[CH:29][C:28]=1[OH:36].C([O-])([O-])=O.[Na+].[Na+], predict the reaction product. The product is: [F:26][C:27]1[CH:32]=[C:31]([N+:33]([O-:35])=[O:34])[CH:30]=[CH:29][C:28]=1[O:36][C:8]1[CH:13]=[CH:12][N:11]=[C:10]2[CH:14]=[C:15]([C:17]([N:19]3[CH2:24][CH2:23][N:22]([CH3:25])[CH2:21][CH2:20]3)=[O:18])[S:16][C:9]=12. (5) Given the reactants Br[CH2:2][C:3]1[C:7]([C:8]#[N:9])=[C:6]([N:10]2[CH2:15][CH2:14][O:13][CH2:12][CH2:11]2)[S:5][C:4]=1[C:16]([O:18][CH3:19])=[O:17].[CH:20]1[C:29]2[C:24](=[CH:25][CH:26]=[C:27](B(O)O)[CH:28]=2)[CH:23]=[CH:22][N:21]=1.C(=O)([O-])[O-].[Cs+].[Cs+].O1CCOCC1.O, predict the reaction product. The product is: [C:8]([C:7]1[C:3]([CH2:2][C:27]2[CH:28]=[C:29]3[C:24]([CH:23]=[CH:22][N:21]=[CH:20]3)=[CH:25][CH:26]=2)=[C:4]([C:16]([O:18][CH3:19])=[O:17])[S:5][C:6]=1[N:10]1[CH2:15][CH2:14][O:13][CH2:12][CH2:11]1)#[N:9]. (6) Given the reactants [O-:1][CH2:2]C.[Na+].C(O)C.[Cl:8][CH2:9][C:10]([O:12][CH2:13][CH3:14])=[O:11].C(OCC)=O, predict the reaction product. The product is: [Cl:8][CH:9]([CH:2]=[O:1])[C:10]([O:12][CH2:13][CH3:14])=[O:11]. (7) Given the reactants [Cl:1][C:2]1[C:17]([CH2:18][S:19][C:20]2[N:24]([CH3:25])[N:23]=[N:22][N:21]=2)=[C:16]([S:26]([CH3:29])(=[O:28])=[O:27])[CH:15]=[CH:14][C:3]=1[C:4]([CH:6]1[C:11](=[O:12])[CH2:10][CH2:9][CH2:8][C:7]1=O)=[O:5].C(Cl)(=O)C([Cl:33])=O, predict the reaction product. The product is: [Cl:33][C:7]1[CH2:8][CH2:9][CH2:10][C:11](=[O:12])[C:6]=1[C:4](=[O:5])[C:3]1[CH:14]=[CH:15][C:16]([S:26]([CH3:29])(=[O:28])=[O:27])=[C:17]([CH2:18][S:19][C:20]2[N:24]([CH3:25])[N:23]=[N:22][N:21]=2)[C:2]=1[Cl:1]. (8) Given the reactants C[O:2][C:3]([C@@H:5]1[CH2:9][C@H:8]([NH:10][C:11]([C:13]2[CH:22]=[CH:21][C:20]3[C:15](=[CH:16][CH:17]=[CH:18][CH:19]=3)[C:14]=2[OH:23])=[O:12])[CH2:7][N:6]1[CH2:24][CH:25]1[CH2:30][CH2:29][CH2:28][CH2:27][CH2:26]1)=O.[NH:31]1[CH2:35][CH2:34][CH2:33][CH2:32]1, predict the reaction product. The product is: [CH:25]1([CH2:24][N:6]2[C@H:5]([C:3]([N:31]3[CH2:35][CH2:34][CH2:33][CH2:32]3)=[O:2])[CH2:9][C@H:8]([NH:10][C:11]([C:13]3[CH:22]=[CH:21][C:20]4[C:15](=[CH:16][CH:17]=[CH:18][CH:19]=4)[C:14]=3[OH:23])=[O:12])[CH2:7]2)[CH2:26][CH2:27][CH2:28][CH2:29][CH2:30]1. (9) Given the reactants [CH3:1][C@H:2]([NH:5][C:6](=[O:12])[O:7][C:8]([CH3:11])([CH3:10])[CH3:9])[CH:3]=[CH2:4].Br[C:14]1[CH:15]=[CH:16][CH:17]=[C:18]2[C:22]=1[NH:21][N:20]=[C:19]2[C:23]1[CH:28]=[CH:27][C:26]([F:29])=[CH:25][CH:24]=1, predict the reaction product. The product is: [F:29][C:26]1[CH:25]=[CH:24][C:23]([C:19]2[C:18]3[C:22](=[C:14](/[CH:4]=[CH:3]/[C@@H:2]([NH:5][C:6](=[O:12])[O:7][C:8]([CH3:11])([CH3:10])[CH3:9])[CH3:1])[CH:15]=[CH:16][CH:17]=3)[NH:21][N:20]=2)=[CH:28][CH:27]=1. (10) Given the reactants [CH3:1][N:2]([C:10]1[C:19]2[C:14](=[CH:15][CH:16]=[CH:17][CH:18]=2)[N:13]=[C:12]([CH3:20])[N:11]=1)[C:3]1[CH:8]=[CH:7][C:6]([NH2:9])=[CH:5][CH:4]=1.CCN(CC)CC.[CH3:28][S:29](Cl)(=[O:31])=[O:30], predict the reaction product. The product is: [CH3:1][N:2]([C:10]1[C:19]2[C:14](=[CH:15][CH:16]=[CH:17][CH:18]=2)[N:13]=[C:12]([CH3:20])[N:11]=1)[C:3]1[CH:4]=[CH:5][C:6]([NH:9][S:29]([CH3:28])(=[O:31])=[O:30])=[CH:7][CH:8]=1.